Dataset: Reaction yield outcomes from USPTO patents with 853,638 reactions. Task: Predict the reaction yield, written as a fraction of the theoretical maximum amount of product (1.0 means a 100% yield; for example, 0.34 means a 34% yield). The reactants are [Si:1]([O:8][CH2:9][CH2:10][NH:11][C:12]([C:14]1[N:15]=[C:16]([N:19]2[CH2:22][CH:21]([OH:23])[CH2:20]2)[S:17][CH:18]=1)=[O:13])([C:4]([CH3:7])([CH3:6])[CH3:5])([CH3:3])[CH3:2].[CH3:24][S:25](Cl)(=[O:27])=[O:26].C(N(CC)CC)C.CO. The catalyst is C(Cl)Cl. The product is [Si:1]([O:8][CH2:9][CH2:10][NH:11][C:12]([C:14]1[N:15]=[C:16]([N:19]2[CH2:22][CH:21]([O:23][S:25]([CH3:24])(=[O:27])=[O:26])[CH2:20]2)[S:17][CH:18]=1)=[O:13])([C:4]([CH3:7])([CH3:5])[CH3:6])([CH3:3])[CH3:2]. The yield is 1.00.